Task: Predict the reaction yield, written as a fraction of the theoretical maximum amount of product (1.0 means a 100% yield; for example, 0.34 means a 34% yield).. Dataset: Reaction yield outcomes from USPTO patents with 853,638 reactions (1) The reactants are [O:1]1[CH:5]=[CH:4][CH:3]=[C:2]1[C:6](Cl)=[O:7].[CH2:9]([N:16]1[C:25]2[C:20](=[CH:21][C:22]([F:26])=[CH:23][CH:24]=2)[C:19]([N:27]2[CH2:32][CH2:31][NH:30][CH2:29][CH2:28]2)=[C:18]([C:33]#[N:34])[C:17]1=[O:35])[C:10]1[CH:15]=[CH:14][CH:13]=[CH:12][CH:11]=1. The catalyst is N1C=CC=CC=1. The product is [CH2:9]([N:16]1[C:25]2[C:20](=[CH:21][C:22]([F:26])=[CH:23][CH:24]=2)[C:19]([N:27]2[CH2:32][CH2:31][N:30]([C:6]([C:2]3[O:1][CH:5]=[CH:4][CH:3]=3)=[O:7])[CH2:29][CH2:28]2)=[C:18]([C:33]#[N:34])[C:17]1=[O:35])[C:10]1[CH:15]=[CH:14][CH:13]=[CH:12][CH:11]=1. The yield is 0.730. (2) The reactants are Br[C:2]1[CH:3]=[C:4]([F:11])[CH:5]=[C:6]2[C:10]=1[NH:9][CH:8]=[CH:7]2.C(Cl)Cl.[CH3:15][N:16](C=O)C. The catalyst is [C-]#N.[C-]#N.[Zn+2].C1C=CC([P]([Pd]([P](C2C=CC=CC=2)(C2C=CC=CC=2)C2C=CC=CC=2)([P](C2C=CC=CC=2)(C2C=CC=CC=2)C2C=CC=CC=2)[P](C2C=CC=CC=2)(C2C=CC=CC=2)C2C=CC=CC=2)(C2C=CC=CC=2)C2C=CC=CC=2)=CC=1. The product is [F:11][C:4]1[CH:5]=[C:6]2[C:10](=[C:2]([C:15]#[N:16])[CH:3]=1)[NH:9][CH:8]=[CH:7]2. The yield is 0.640. (3) The reactants are [NH:1]1[CH:5]=[C:4]([C:6]2[N:11]=[CH:10][C:9]3[CH:12]=[N:13][N:14]([C:15]4[N:20]=[C:19]([N:21]5[CH2:27][CH:26]([OH:28])[CH2:25][N:24]([C:29]([O:31][C:32]([CH3:35])([CH3:34])[CH3:33])=[O:30])[CH2:23][CH2:22]5)[CH:18]=[CH:17][CH:16]=4)[C:8]=3[CH:7]=2)[CH:3]=[N:2]1.FC(F)(F)S(O[CH2:42][C:43]([F:46])([F:45])[F:44])(=O)=O.C([O-])([O-])=O.[K+].[K+]. The catalyst is CN(C=O)C. The product is [OH:28][CH:26]1[CH2:25][N:24]([C:29]([O:31][C:32]([CH3:35])([CH3:34])[CH3:33])=[O:30])[CH2:23][CH2:22][N:21]([C:19]2[CH:18]=[CH:17][CH:16]=[C:15]([N:14]3[C:8]4[CH:7]=[C:6]([C:4]5[CH:5]=[N:1][N:2]([CH2:42][C:43]([F:46])([F:45])[F:44])[CH:3]=5)[N:11]=[CH:10][C:9]=4[CH:12]=[N:13]3)[N:20]=2)[CH2:27]1. The yield is 0.465. (4) The product is [C:1]([O:5][C:6]([C@H:7]1[C@H:10]([CH2:11][CH3:12])[CH2:9][N:8]1[CH:14]([C:21]1[CH:26]=[CH:25][CH:24]=[CH:23][CH:22]=1)[C:15]1[CH:20]=[CH:19][CH:18]=[CH:17][CH:16]=1)=[O:27])([CH3:4])([CH3:3])[CH3:2]. The yield is 0.860. The reactants are [C:1]([O:5][C:6](=[O:27])[CH2:7][N:8]([CH:14]([C:21]1[CH:26]=[CH:25][CH:24]=[CH:23][CH:22]=1)[C:15]1[CH:20]=[CH:19][CH:18]=[CH:17][CH:16]=1)[CH2:9][CH:10](Cl)[CH2:11][CH3:12])([CH3:4])([CH3:3])[CH3:2].C[Si]([N-][Si](C)(C)C)(C)C.[Na+].CC(O)=O. The catalyst is C1COCC1. (5) The reactants are C(=O)([O-])[O-].[Cs+].[Cs+].[Cl:7][C:8]1[CH:13]=[C:12]([F:14])[CH:11]=[C:10]([Cl:15])[C:9]=1[OH:16].Br[CH2:18][CH2:19][C:20]([F:23])([F:22])[F:21].CCOCC. The catalyst is CN(C=O)C.[Cl-].[Na+].O. The product is [Cl:7][C:8]1[CH:13]=[C:12]([F:14])[CH:11]=[C:10]([Cl:15])[C:9]=1[O:16][CH2:18][CH2:19][C:20]([F:23])([F:22])[F:21]. The yield is 0.670.